From a dataset of Reaction yield outcomes from USPTO patents with 853,638 reactions. Predict the reaction yield, written as a fraction of the theoretical maximum amount of product (1.0 means a 100% yield; for example, 0.34 means a 34% yield). (1) The reactants are Cl[C:2]1[N:7]=[C:6]([C:8]2[C:16]3[C:11](=[CH:12][CH:13]=[CH:14][CH:15]=3)[N:10]([S:17]([C:20]3[CH:25]=[CH:24][CH:23]=[CH:22][CH:21]=3)(=[O:19])=[O:18])[CH:9]=2)[C:5]([Cl:26])=[CH:4][N:3]=1.[NH2:27][CH:28]1[CH2:33][CH2:32][N:31]([C:34]([C:36]2[CH:41]=[CH:40][C:39]([NH:42][C:43](=[O:49])[O:44][C:45]([CH3:48])([CH3:47])[CH3:46])=[CH:38][CH:37]=2)=[O:35])[CH2:30][CH2:29]1.CCN(C(C)C)C(C)C. The catalyst is CCO.CN(C=O)C.CCOC(C)=O. The product is [Cl:26][C:5]1[C:6]([C:8]2[C:16]3[C:11](=[CH:12][CH:13]=[CH:14][CH:15]=3)[N:10]([S:17]([C:20]3[CH:21]=[CH:22][CH:23]=[CH:24][CH:25]=3)(=[O:18])=[O:19])[CH:9]=2)=[N:7][C:2]([NH:27][CH:28]2[CH2:33][CH2:32][N:31]([C:34]([C:36]3[CH:41]=[CH:40][C:39]([NH:42][C:43](=[O:49])[O:44][C:45]([CH3:47])([CH3:46])[CH3:48])=[CH:38][CH:37]=3)=[O:35])[CH2:30][CH2:29]2)=[N:3][CH:4]=1. The yield is 0.934. (2) The reactants are [CH2:1]([C:5]1[NH:6][CH:7]=[CH:8][N:9]=1)[CH2:2][CH2:3][CH3:4].C[O-].[Na+].[Cl:13][C:14]1[CH:21]=[CH:20][CH:19]=[CH:18][C:15]=1[CH2:16]Br. The catalyst is CO. The product is [CH2:1]([C:5]1[N:6]([CH2:16][C:15]2[CH:18]=[CH:19][CH:20]=[CH:21][C:14]=2[Cl:13])[CH:7]=[CH:8][N:9]=1)[CH2:2][CH2:3][CH3:4]. The yield is 0.610. (3) The reactants are Cl[C:2]([O:4][C:5]1[CH:10]=[CH:9][CH:8]=[CH:7][CH:6]=1)=[O:3].[C:11]([C:13]1[CH:14]=[C:15]2[C:19](=[CH:20][CH:21]=1)[NH:18][C:17](=[O:22])[C:16]2([OH:32])[C:23]1[C:24]([O:29][CH2:30][CH3:31])=[N:25][CH:26]=[CH:27][CH:28]=1)#[N:12].ClCCl.[CH3:36][OH:37]. The catalyst is N1C=CC=CC=1. The product is [C:11]([C:13]1[CH:14]=[C:15]2[C:19](=[CH:20][CH:21]=1)[N:18]([C:2]([O:4][C:5]1[CH:10]=[CH:9][CH:8]=[CH:7][CH:6]=1)=[O:3])[C:17](=[O:22])[C:16]2([C:23]1[C:24]([O:29][CH2:30][CH3:31])=[N:25][CH:26]=[CH:27][CH:28]=1)[O:32][C:36]([O:4][C:5]1[CH:10]=[CH:9][CH:8]=[CH:7][CH:6]=1)=[O:37])#[N:12]. The yield is 0.870. (4) The reactants are [CH3:1][Mg]Br.[Br:4][C:5]1[CH:6]=[CH:7][C:8]([F:13])=[C:9]([CH:12]=1)[CH:10]=[O:11]. No catalyst specified. The product is [Br:4][C:5]1[CH:6]=[CH:7][C:8]([F:13])=[C:9]([CH:10]([OH:11])[CH3:1])[CH:12]=1. The yield is 0.530. (5) The reactants are [CH3:1][C:2]1[CH:3]=[C:4]([C:19]2[S:23][C:22]([CH:24]3[CH2:29][CH2:28][CH:27]([C:30]([O:32]CC)=[O:31])[CH2:26][CH2:25]3)=[N:21][CH:20]=2)[CH:5]=[C:6]([NH:8][C:9]2[N:14]=[C:13]([C:15]([F:18])([F:17])[F:16])[CH:12]=[CH:11][N:10]=2)[CH:7]=1.[OH-].[K+].[Cl:37]CCl. The catalyst is O1CCCC1. The product is [Cl-:37].[C:30]([CH:27]1[CH2:26][CH2:25][CH:24]([C:22]2[S:23][C:19]([C:4]3[CH:5]=[C:6]([NH:8][C:9]4[N:14]=[C:13]([C:15]([F:17])([F:18])[F:16])[CH:12]=[CH:11][NH+:10]=4)[CH:7]=[C:2]([CH3:1])[CH:3]=3)=[CH:20][N:21]=2)[CH2:29][CH2:28]1)([OH:32])=[O:31]. The yield is 0.850. (6) The reactants are [F:1][C:2]([F:17])([F:16])[C:3]1[CH:4]=[C:5](B(O)O)[CH:6]=[C:7]([C:9]([F:12])([F:11])[F:10])[CH:8]=1.Br[C:19]([C:21]([F:24])([F:23])[F:22])=[CH2:20].C([O-])([O-])=O.[K+].[K+]. The catalyst is C1COCC1.O.Cl[Pd](Cl)([P](C1C=CC=CC=1)(C1C=CC=CC=1)C1C=CC=CC=1)[P](C1C=CC=CC=1)(C1C=CC=CC=1)C1C=CC=CC=1. The product is [F:1][C:2]([F:17])([F:16])[C:3]1[CH:4]=[C:5]([C:19]([C:21]([F:24])([F:23])[F:22])=[CH2:20])[CH:6]=[C:7]([C:9]([F:12])([F:11])[F:10])[CH:8]=1. The yield is 0.550.